Dataset: Forward reaction prediction with 1.9M reactions from USPTO patents (1976-2016). Task: Predict the product of the given reaction. (1) Given the reactants Br[CH2:2][C:3]1[CH:7]=[C:6]([CH3:8])[O:5][N:4]=1.S[CH2:10][C@H:11]([NH:15][C@@H:16]([C:21]1[CH:26]=[CH:25][C:24]([F:27])=[CH:23][CH:22]=1)[C:17]([F:20])([F:19])[F:18])[C:12](O)=[O:13].Cl.[NH2:29][C:30]1([C:33]#[N:34])[CH2:32][CH2:31]1.CCN(C(C)C)C(C)C.CN(C(ON1N=NC2C=CC=NC1=2)=[N+](C)C)C.F[P-](F)(F)(F)(F)F.O[O:69][S:70]([O-:72])=O.[K+], predict the reaction product. The product is: [C:33]([C:30]1([NH:29][C:12](=[O:13])[C@@H:11]([NH:15][C@@H:16]([C:21]2[CH:22]=[CH:23][C:24]([F:27])=[CH:25][CH:26]=2)[C:17]([F:19])([F:18])[F:20])[CH2:10][S:70]([CH2:2][C:3]2[CH:7]=[C:6]([CH3:8])[O:5][N:4]=2)(=[O:72])=[O:69])[CH2:32][CH2:31]1)#[N:34]. (2) Given the reactants [C:1]([O:5][CH2:6][CH3:7])(=[O:4])[CH2:2][OH:3].[H-].[Na+].Br.[Br:11][C:12]1[CH:13]=[C:14]([CH2:19]Br)[C:15]([NH2:18])=[N:16][CH:17]=1, predict the reaction product. The product is: [CH2:6]([O:5][C:1](=[O:4])[CH2:2][O:3][CH2:19][C:14]1[C:15]([NH2:18])=[N:16][CH:17]=[C:12]([Br:11])[CH:13]=1)[CH3:7]. (3) Given the reactants [Br:1][C:2]1[CH:13]=[C:6]2[C:7]([O:9][C:10](=O)[NH:11][C:5]2=[CH:4][CH:3]=1)=[O:8].[NH:14]([CH2:16]C(O)=O)[CH3:15].O, predict the reaction product. The product is: [Br:1][C:2]1[CH:3]=[CH:4][C:5]2[NH:11][C:10](=[O:9])[CH2:15][N:14]([CH3:16])[C:7](=[O:8])[C:6]=2[CH:13]=1. (4) Given the reactants CC1(C)[C:20]2[CH:21]=[C:22](C3[C:24]4[C:19](=[CH:20][CH:21]=[CH:22][CH:23]=4)C=CC=3C(OCC)=O)[CH:23]=[CH:24][C:19]=2[C:24]2[C:19]1=[CH:20][CH:21]=[CH:22][CH:23]=2.[CH:31]1[C:39]2[C:38]3[CH:40]=[CH:41][CH:42]=[CH:43][C:37]=3[O:36][C:35]=2[CH:34]=[CH:33][C:32]=1[C:44]1C2C(=CC=CC=2)[CH:47]=[CH:46][C:45]=1C(OCC)=O, predict the reaction product. The product is: [CH:33]1[C:34]2[C:38]3[CH:40]=[CH:41][CH:42]=[CH:43][C:37]=3[O:36][C:35]=2[CH:39]=[CH:31][C:32]=1[C:44]1[C:19]2[C:24](=[CH:23][CH:22]=[CH:21][CH:20]=2)[CH:47]=[CH:46][C:45]=1[C:35]([OH:36])([CH3:39])[CH3:34]. (5) The product is: [C:34]([O:38][C:39](=[O:70])[NH:40][C:41]1([C:45]2[CH:46]=[CH:47][C:48]([C:51]3[C:60](=[O:61])[C:59]4[CH:58]=[CH:57][C:56]5[N:62]=[C:27]([C:29]([F:32])([F:31])[F:30])[NH:63][C:55]=5[C:54]=4[O:53][C:52]=3[C:64]3[CH:65]=[CH:66][CH:67]=[CH:68][CH:69]=3)=[CH:49][CH:50]=2)[CH2:44][CH2:43][CH2:42]1)([CH3:37])([CH3:35])[CH3:36]. Given the reactants C1(P(C2C=CC=CC=2)C2C=CC=CC=2)C=CC=CC=1.C(N(CC)CC)C.[C:27](O)([C:29]([F:32])([F:31])[F:30])=O.[C:34]([O:38][C:39](=[O:70])[NH:40][C:41]1([C:45]2[CH:50]=[CH:49][C:48]([C:51]3[C:60](=[O:61])[C:59]4[C:54](=[C:55]([NH2:63])[C:56]([NH2:62])=[CH:57][CH:58]=4)[O:53][C:52]=3[C:64]3[CH:69]=[CH:68][CH:67]=[CH:66][CH:65]=3)=[CH:47][CH:46]=2)[CH2:44][CH2:43][CH2:42]1)([CH3:37])([CH3:36])[CH3:35], predict the reaction product.